Dataset: Catalyst prediction with 721,799 reactions and 888 catalyst types from USPTO. Task: Predict which catalyst facilitates the given reaction. (1) Reactant: [NH2:1][C:2]1[CH:3]=[C:4]([CH:8]=[C:9](Br)[CH:10]=1)[C:5]([OH:7])=[O:6].[O:12]1[CH:16]=[CH:15][CH:14]=[C:13]1B(O)O.C(=O)([O-])[O-].[K+].[K+].Cl. Product: [NH2:1][C:2]1[CH:3]=[C:4]([CH:8]=[C:9]([C:13]2[O:12][CH:16]=[CH:15][CH:14]=2)[CH:10]=1)[C:5]([OH:7])=[O:6]. The catalyst class is: 70. (2) Reactant: [Cl:1][C:2]1[CH:3]=[C:4]([CH2:9][C:10]([OH:12])=O)[CH:5]=[CH:6][C:7]=1[Cl:8].Cl.[CH3:14][NH:15][O:16][CH3:17].Cl.CN(C)CCCN=C=NCC.OC1C2N=NNC=2C=CC=1.C(N(CC)CC)C. Product: [Cl:1][C:2]1[CH:3]=[C:4]([CH2:9][C:10]([N:15]([O:16][CH3:17])[CH3:14])=[O:12])[CH:5]=[CH:6][C:7]=1[Cl:8]. The catalyst class is: 46. (3) Product: [Cl:21][CH2:22][C:23]([N:7]1[CH2:8][CH2:9][C:4]([C:2]#[N:3])([C:10]([O:12][CH3:13])=[O:11])[CH2:5][CH2:6]1)=[O:24]. Reactant: [Cl-].[C:2]([C:4]1([C:10]([O:12][CH3:13])=[O:11])[CH2:9][CH2:8][NH2+:7][CH2:6][CH2:5]1)#[N:3].C(N(CC)CC)C.[Cl:21][CH2:22][C:23](Cl)=[O:24].O. The catalyst class is: 4. (4) Reactant: [NH2:1][C:2]1[CH:3]=[C:4]2[C:8](=[CH:9][CH:10]=1)[N:7]([C:11]1[CH:16]=[CH:15][CH:14]=[CH:13][CH:12]=1)[C:6]([C:17]([O:19][CH2:20][CH3:21])=[O:18])=[CH:5]2.C(N(CC)CC)C.[CH3:29][C:30]([CH3:36])([CH3:35])[CH2:31][C:32](Cl)=[O:33].Cl. Product: [CH3:29][C:30]([CH3:36])([CH3:35])[CH2:31][C:32]([NH:1][C:2]1[CH:3]=[C:4]2[C:8](=[CH:9][CH:10]=1)[N:7]([C:11]1[CH:16]=[CH:15][CH:14]=[CH:13][CH:12]=1)[C:6]([C:17]([O:19][CH2:20][CH3:21])=[O:18])=[CH:5]2)=[O:33]. The catalyst class is: 56. (5) Reactant: [CH:1]12[O:7][CH:6]1[CH2:5][CH2:4][N:3]([C:8]([O:10][CH2:11][C:12]1[CH:17]=[CH:16][CH:15]=[CH:14][CH:13]=1)=[O:9])[CH2:2]2.[NH:18]1[CH2:23][CH2:22][O:21][CH2:20][CH2:19]1.Cl([O-])(=O)(=O)=O.[Li+].N1C=CN=C1.[C:35]([Si:39]([CH3:42])([CH3:41])Cl)([CH3:38])([CH3:37])[CH3:36]. Product: [Si:39]([O:7][C@@H:6]1[CH2:5][CH2:4][N:3]([C:8]([O:10][CH2:11][C:12]2[CH:17]=[CH:16][CH:15]=[CH:14][CH:13]=2)=[O:9])[CH2:2][C@H:1]1[N:18]1[CH2:23][CH2:22][O:21][CH2:20][CH2:19]1)([C:35]([CH3:38])([CH3:37])[CH3:36])([CH3:42])[CH3:41].[Si:39]([O:7][C@H:1]1[C@H:6]([N:18]2[CH2:23][CH2:22][O:21][CH2:20][CH2:19]2)[CH2:5][CH2:4][N:3]([C:8]([O:10][CH2:11][C:12]2[CH:17]=[CH:16][CH:15]=[CH:14][CH:13]=2)=[O:9])[CH2:2]1)([C:35]([CH3:38])([CH3:37])[CH3:36])([CH3:42])[CH3:41]. The catalyst class is: 245. (6) Product: [NH2:1][C:2]1[N:10]=[CH:9][N:8]=[C:7]2[C:3]=1[N:4]=[CH:5][N:6]2[C@@H:11]1[C@@H:15]([OH:16])[C@H:14]([CH2:17][O:18][CH2:19][C:20]2[CH:21]=[CH:22][CH:23]=[CH:24][CH:25]=2)[C@@H:13]([OH:26])[C@H:12]1[OH:36]. The catalyst class is: 5. Reactant: [NH2:1][C:2]1[N:10]=[CH:9][N:8]=[C:7]2[C:3]=1[N:4]=[CH:5][N:6]2[C@@H:11]1[C@@H:15]([OH:16])[C@H:14]([CH2:17][O:18][CH2:19][C:20]2[CH:25]=[CH:24][CH:23]=[CH:22][CH:21]=2)[C@@H:13]([O:26]CC2C=CC(OC)=CC=2)[C@H:12]1[OH:36].Cl. (7) Reactant: [CH3:1][C:2]([O:8][CH2:9][C:10]1[CH:15]=[CH:14][C:13](/[CH:16]=[CH:17]\[CH2:18][N:19]2[CH:23]=[CH:22][CH:21]=[C:20]2[C:24](=[O:32])[C:25]2[CH:30]=[CH:29][C:28]([CH3:31])=[CH:27][CH:26]=2)=[CH:12][CH:11]=1)([CH3:7])[C:3]([O:5]C)=[O:4].CO.[OH-].[Li+]. Product: [CH3:7][C:2]([O:8][CH2:9][C:10]1[CH:15]=[CH:14][C:13](/[CH:16]=[CH:17]\[CH2:18][N:19]2[CH:23]=[CH:22][CH:21]=[C:20]2[C:24](=[O:32])[C:25]2[CH:30]=[CH:29][C:28]([CH3:31])=[CH:27][CH:26]=2)=[CH:12][CH:11]=1)([CH3:1])[C:3]([OH:5])=[O:4]. The catalyst class is: 20. (8) Reactant: [NH2:1][C:2]1[C:7]([CH2:8][CH3:9])=[CH:6][CH:5]=[CH:4][C:3]=1[C:10]([C:12]1[CH:17]=[CH:16][CH:15]=[CH:14][CH:13]=1)=O.[C:18]([C:21]1[S:25][C:24]([CH2:26][C:27]([NH2:29])=[O:28])=[CH:23][CH:22]=1)(=O)[CH3:19].C(O)(=O)CC(CC(O)=O)(C(O)=O)O. Product: [CH2:8]([C:7]1[CH:6]=[CH:5][CH:4]=[C:3]2[C:2]=1[N:1]=[C:18]([C:21]1[S:25][C:24]([CH2:26][C:27]([NH2:29])=[O:28])=[CH:23][CH:22]=1)[CH:19]=[C:10]2[C:12]1[CH:17]=[CH:16][CH:15]=[CH:14][CH:13]=1)[CH3:9]. The catalyst class is: 13.